Dataset: NCI-60 drug combinations with 297,098 pairs across 59 cell lines. Task: Regression. Given two drug SMILES strings and cell line genomic features, predict the synergy score measuring deviation from expected non-interaction effect. (1) Drug 1: C1=CC(=C2C(=C1NCCNCCO)C(=O)C3=C(C=CC(=C3C2=O)O)O)NCCNCCO. Drug 2: CCC1(C2=C(COC1=O)C(=O)N3CC4=CC5=C(C=CC(=C5CN(C)C)O)N=C4C3=C2)O.Cl. Cell line: CAKI-1. Synergy scores: CSS=54.4, Synergy_ZIP=-10.5, Synergy_Bliss=-8.78, Synergy_Loewe=-5.73, Synergy_HSA=-4.20. (2) Drug 1: CCC1=CC2CC(C3=C(CN(C2)C1)C4=CC=CC=C4N3)(C5=C(C=C6C(=C5)C78CCN9C7C(C=CC9)(C(C(C8N6C)(C(=O)OC)O)OC(=O)C)CC)OC)C(=O)OC.C(C(C(=O)O)O)(C(=O)O)O. Drug 2: C1C(C(OC1N2C=NC3=C2NC=NCC3O)CO)O. Cell line: RPMI-8226. Synergy scores: CSS=37.7, Synergy_ZIP=0.573, Synergy_Bliss=0.331, Synergy_Loewe=-42.1, Synergy_HSA=0.632. (3) Drug 1: CN(C)N=NC1=C(NC=N1)C(=O)N. Drug 2: C1CNP(=O)(OC1)N(CCCl)CCCl. Cell line: A498. Synergy scores: CSS=-3.04, Synergy_ZIP=0.873, Synergy_Bliss=-3.77, Synergy_Loewe=-8.10, Synergy_HSA=-6.67. (4) Drug 1: C1CN(CCN1C(=O)CCBr)C(=O)CCBr. Drug 2: COC1=C2C(=CC3=C1OC=C3)C=CC(=O)O2. Cell line: 786-0. Synergy scores: CSS=28.4, Synergy_ZIP=-8.23, Synergy_Bliss=-0.317, Synergy_Loewe=-1.08, Synergy_HSA=-0.945. (5) Drug 1: CC1C(C(CC(O1)OC2CC(CC3=C2C(=C4C(=C3O)C(=O)C5=C(C4=O)C(=CC=C5)OC)O)(C(=O)C)O)N)O.Cl. Drug 2: CC(C)CN1C=NC2=C1C3=CC=CC=C3N=C2N. Cell line: SF-295. Synergy scores: CSS=30.7, Synergy_ZIP=-5.86, Synergy_Bliss=4.24, Synergy_Loewe=-0.932, Synergy_HSA=5.06. (6) Drug 1: CCN(CC)CCNC(=O)C1=C(NC(=C1C)C=C2C3=C(C=CC(=C3)F)NC2=O)C. Drug 2: C#CCC(CC1=CN=C2C(=N1)C(=NC(=N2)N)N)C3=CC=C(C=C3)C(=O)NC(CCC(=O)O)C(=O)O. Cell line: DU-145. Synergy scores: CSS=57.8, Synergy_ZIP=8.19, Synergy_Bliss=-4.87, Synergy_Loewe=47.6, Synergy_HSA=-1.58. (7) Drug 1: C1CC(=O)NC(=O)C1N2CC3=C(C2=O)C=CC=C3N. Drug 2: CCC1(CC2CC(C3=C(CCN(C2)C1)C4=CC=CC=C4N3)(C5=C(C=C6C(=C5)C78CCN9C7C(C=CC9)(C(C(C8N6C=O)(C(=O)OC)O)OC(=O)C)CC)OC)C(=O)OC)O.OS(=O)(=O)O. Cell line: MOLT-4. Synergy scores: CSS=23.2, Synergy_ZIP=1.70, Synergy_Bliss=-6.31, Synergy_Loewe=-74.9, Synergy_HSA=-9.25.